From a dataset of Forward reaction prediction with 1.9M reactions from USPTO patents (1976-2016). Predict the product of the given reaction. Given the reactants [CH3:1][C:2]1[CH:3]=[CH:4][C:5]([N:8]2[CH:16]=[C:15]3[C:10]([CH:11]=[CH:12][C:13]([N:17]4[C:21]5=[N:22][CH:23]=[CH:24][CH:25]=[C:20]5[NH:19][C:18]4=[O:26])=[CH:14]3)=[N:9]2)=[N:6][CH:7]=1.I[CH2:28][CH3:29].O, predict the reaction product. The product is: [CH2:28]([N:19]1[C:20]2[C:21](=[N:22][CH:23]=[CH:24][CH:25]=2)[N:17]([C:13]2[CH:12]=[CH:11][C:10]3[C:15](=[CH:16][N:8]([C:5]4[CH:4]=[CH:3][C:2]([CH3:1])=[CH:7][N:6]=4)[N:9]=3)[CH:14]=2)[C:18]1=[O:26])[CH3:29].